Dataset: Full USPTO retrosynthesis dataset with 1.9M reactions from patents (1976-2016). Task: Predict the reactants needed to synthesize the given product. (1) Given the product [OH:36][C:35]1([CH2:29][OH:30])[CH:37]2[CH:5]3[CH:6]2[CH2:7][CH:34]1[CH:4]3[C:9]1[NH:17][C:16]2[C:15](=[O:18])[N:14]([CH2:19][CH2:20][CH3:21])[C:13](=[O:22])[N:12]([CH2:23][CH2:24][CH3:25])[C:11]=2[N:10]=1, predict the reactants needed to synthesize it. The reactants are: C=C1[CH:7]2[CH:5]3[CH:6]2CC1[CH:4]3[C:9]1[NH:17][C:16]2[C:15](=[O:18])[N:14]([CH2:19][CH2:20][CH3:21])[C:13](=[O:22])[N:12]([CH2:23][CH2:24][CH3:25])[C:11]=2[N:10]=1.C[N+]1([O-])CC[O:30][CH2:29]C1.[CH3:34][C:35]([CH3:37])=[O:36].O. (2) Given the product [F:1][C:2]1[CH:3]=[C:4]([CH2:5][OH:6])[CH:7]=[CH:8][C:9]=1[CH3:13], predict the reactants needed to synthesize it. The reactants are: [F:1][C:2]1[CH:3]=[C:4]([CH:7]=[CH:8][C:9]=1OC)[CH:5]=[O:6].[H-].[CH2:13]1COCC1. (3) Given the product [CH2:1]([C:3]1[CH:8]=[C:7]([C:9]2[S:10][CH:11]=[C:12]([CH2:14][C:15]([OH:17])=[O:16])[N:13]=2)[CH:6]=[CH:5][N:4]=1)[CH3:2], predict the reactants needed to synthesize it. The reactants are: [CH2:1]([C:3]1[CH:8]=[C:7]([C:9]2[S:10][CH:11]=[C:12]([CH2:14][C:15]([O:17]C)=[O:16])[N:13]=2)[CH:6]=[CH:5][N:4]=1)[CH3:2].[Li+].[OH-].Cl.